The task is: Predict the product of the given reaction.. This data is from Forward reaction prediction with 1.9M reactions from USPTO patents (1976-2016). (1) Given the reactants [CH2:1]([N:8]([CH2:22][C:23]([O:25]CC)=O)[C:9]1[C:18]([N+:19]([O-])=O)=[CH:17][C:12]([C:13]([O:15][CH3:16])=[O:14])=[CH:11][N:10]=1)[C:2]1[CH:7]=[CH:6][CH:5]=[CH:4][CH:3]=1.P(OC1C=CC=CC=1)(OC1C=CC=CC=1)OC1C=CC=CC=1.[H][H], predict the reaction product. The product is: [CH2:1]([N:8]1[CH2:22][C:23](=[O:25])[NH:19][C:18]2[CH:17]=[C:12]([C:13]([O:15][CH3:16])=[O:14])[CH:11]=[N:10][C:9]1=2)[C:2]1[CH:7]=[CH:6][CH:5]=[CH:4][CH:3]=1. (2) Given the reactants O1CCCC1.Br[C:7]1[CH:12]=[CH:11][CH:10]=[CH:9][C:8]=1[Br:13].[O:14]1[C:18]2[CH:19]=[CH:20][CH:21]=[CH:22][C:17]=2[CH:16]=[C:15]1[CH:23]=[N:24][S:25]([C:28]1[CH:38]=[CH:37][C:31]2[O:32][CH2:33][CH2:34][CH2:35][O:36][C:30]=2[CH:29]=1)(=[O:27])=[O:26], predict the reaction product. The product is: [O:14]1[C:18]2[CH:19]=[CH:20][CH:21]=[CH:22][C:17]=2[CH:16]=[C:15]1[CH:23]([C:7]1[CH:12]=[CH:11][CH:10]=[CH:9][C:8]=1[Br:13])[NH:24][S:25]([C:28]1[CH:38]=[CH:37][C:31]2[O:32][CH2:33][CH2:34][CH2:35][O:36][C:30]=2[CH:29]=1)(=[O:26])=[O:27].